Dataset: Full USPTO retrosynthesis dataset with 1.9M reactions from patents (1976-2016). Task: Predict the reactants needed to synthesize the given product. The reactants are: [Cl:1][C:2]1[CH:7]=[CH:6][CH:5]=[C:4]([Cl:8])[C:3]=1[C:9]1[CH:14]=[C:13]([F:15])[CH:12]=[CH:11][C:10]=1[O:16][CH3:17].[Br:18]Br. Given the product [Br:18][C:11]1[C:10]([O:16][CH3:17])=[C:9]([C:3]2[C:2]([Cl:1])=[CH:7][CH:6]=[CH:5][C:4]=2[Cl:8])[CH:14]=[C:13]([F:15])[CH:12]=1, predict the reactants needed to synthesize it.